Dataset: Forward reaction prediction with 1.9M reactions from USPTO patents (1976-2016). Task: Predict the product of the given reaction. (1) The product is: [CH3:6][N:4]([CH:3]=[C:15]([C:9](=[O:14])[C:10]([CH3:13])([CH3:12])[CH3:11])[C:16]([O:18][CH2:19][CH3:20])=[O:17])[CH3:5]. Given the reactants CO[CH:3](OC)[N:4]([CH3:6])[CH3:5].[C:9]([CH2:15][C:16]([O:18][CH2:19][CH3:20])=[O:17])(=[O:14])[C:10]([CH3:13])([CH3:12])[CH3:11], predict the reaction product. (2) Given the reactants [CH2:1]([O:3][C:4]([N:6]1[C:14]2[C:9](=[CH:10][C:11]([C:15]3[N:16]([CH3:24])[N:17]=[C:18]([C:20]([F:23])([F:22])[F:21])[CH:19]=3)=[CH:12][CH:13]=2)[CH:8]=[C:7]1[O:25]C(OCC)=O)=[O:5])[CH3:2].O, predict the reaction product. The product is: [CH2:1]([O:3][C:4]([N:6]1[C:14]2[C:9](=[CH:10][C:11]([C:15]3[N:16]([CH3:24])[N:17]=[C:18]([C:20]([F:22])([F:23])[F:21])[CH:19]=3)=[CH:12][CH:13]=2)[CH2:8][C:7]1=[O:25])=[O:5])[CH3:2]. (3) Given the reactants [CH3:1][C:2]1([CH3:20])[C:6]([CH3:8])([CH3:7])[O:5][B:4]([CH:9]=[CH:10][CH2:11][NH:12][C:13](=[O:19])OC(C)(C)C)[O:3]1.FC(F)(F)C(O)=O.C(=O)([O-])[O-].[Na+].[Na+].[Br:34][C:35]1[C:36]([CH2:45]Br)=[C:37]([CH:42]=[CH:43][CH:44]=1)C(OC)=O, predict the reaction product. The product is: [Br:34][C:35]1[CH:44]=[CH:43][CH:42]=[C:37]2[C:36]=1[CH2:45][N:12]([CH2:11][CH:10]=[CH:9][B:4]1[O:5][C:6]([CH3:7])([CH3:8])[C:2]([CH3:1])([CH3:20])[O:3]1)[C:13]2=[O:19]. (4) Given the reactants Br[C:2]1[CH:3]=[CH:4][C:5]([O:8][CH2:9][CH:10]2[CH2:15][CH2:14][N:13]([CH2:16][C:17]3([C:21]([F:24])([F:23])[F:22])[CH2:20][CH2:19][CH2:18]3)[CH2:12][CH2:11]2)=[N:6][CH:7]=1.[CH3:25][O:26][C:27]([C:29]1[CH:34]=[CH:33][C:32](B(O)O)=[CH:31][CH:30]=1)=[O:28].C([O-])([O-])=O.[Cs+].[Cs+].C([O-])(O)=O.[Na+], predict the reaction product. The product is: [F:22][C:21]([F:24])([F:23])[C:17]1([CH2:16][N:13]2[CH2:14][CH2:15][CH:10]([CH2:9][O:8][C:5]3[N:6]=[CH:7][C:2]([C:32]4[CH:33]=[CH:34][C:29]([C:27]([O:26][CH3:25])=[O:28])=[CH:30][CH:31]=4)=[CH:3][CH:4]=3)[CH2:11][CH2:12]2)[CH2:20][CH2:19][CH2:18]1.